Dataset: Catalyst prediction with 721,799 reactions and 888 catalyst types from USPTO. Task: Predict which catalyst facilitates the given reaction. (1) The catalyst class is: 14. Reactant: [CH3:1][O:2][C:3]1[CH:4]=[C:5]([CH:9]([C:14]2[CH:19]=[CH:18][CH:17]=[CH:16][CH:15]=2)[CH2:10][CH2:11][C:12]#N)[CH:6]=[CH:7][CH:8]=1.[OH-:20].[Na+].[OH2:22]. Product: [CH3:1][O:2][C:3]1[CH:4]=[C:5]([CH:9]([C:14]2[CH:19]=[CH:18][CH:17]=[CH:16][CH:15]=2)[CH2:10][CH2:11][C:12]([OH:22])=[O:20])[CH:6]=[CH:7][CH:8]=1. (2) Reactant: C([O:3][C:4]([C:6]1[N:7]([C:12]2[CH:17]=[CH:16][C:15]([O:18][CH3:19])=[CH:14][CH:13]=2)[N:8]=[C:9]([CH3:11])[CH:10]=1)=[O:5])C.CO.C1COCC1.[OH-].[Na+]. Product: [CH3:19][O:18][C:15]1[CH:14]=[CH:13][C:12]([N:7]2[C:6]([C:4]([OH:5])=[O:3])=[CH:10][C:9]([CH3:11])=[N:8]2)=[CH:17][CH:16]=1. The catalyst class is: 6. (3) Reactant: CC[N:3]([CH:7]([CH3:9])C)[CH:4](C)C.[OH:10][CH2:11][C@H:12]([CH3:40])[O:13][C:14]1[CH:15]=[C:16]([CH:27]=[C:28]([C:30]([NH:32][C:33]2[CH:38]=[N:37][C:36]([CH3:39])=[CH:35][N:34]=2)=[O:31])[CH:29]=1)[O:17][C:18]1[CH:26]=[CH:25][C:21]([C:22](O)=[O:23])=[CH:20][CH:19]=1.CN(C(ON1N=NC2C=CC=NC1=2)=[N+](C)C)C.F[P-](F)(F)(F)(F)F.Cl.N1CCC1. Product: [N:3]1([C:22]([C:21]2[CH:20]=[CH:19][C:18]([O:17][C:16]3[CH:27]=[C:28]([CH:29]=[C:14]([O:13][C@@H:12]([CH3:40])[CH2:11][OH:10])[CH:15]=3)[C:30]([NH:32][C:33]3[CH:38]=[N:37][C:36]([CH3:39])=[CH:35][N:34]=3)=[O:31])=[CH:26][CH:25]=2)=[O:23])[CH2:4][CH2:9][CH2:7]1. The catalyst class is: 18. (4) Reactant: [Cl:1][C:2]1[CH:7]=[CH:6][CH:5]=[CH:4][C:3]=1[CH:8]([O:10][C:11](=[O:34])[NH:12][C:13]1[C:14]([CH3:33])=[N:15][O:16][C:17]=1[C:18]1[CH:23]=[CH:22][CH:21]=[C:20](B2OC(C)(C)C(C)(C)O2)[CH:19]=1)[CH3:9].Br[C:36]1[CH:41]=[CH:40][CH:39]=[CH:38][C:37]=1[CH2:42][C:43]([O:45][CH2:46][CH3:47])=[O:44].C(=O)(O)[O-].[Na+]. Product: [CH2:46]([O:45][C:43](=[O:44])[CH2:42][C:37]1[CH:38]=[CH:39][CH:40]=[CH:41][C:36]=1[C:20]1[CH:21]=[CH:22][CH:23]=[C:18]([C:17]2[O:16][N:15]=[C:14]([CH3:33])[C:13]=2[NH:12][C:11]([O:10][CH:8]([C:3]2[CH:4]=[CH:5][CH:6]=[CH:7][C:2]=2[Cl:1])[CH3:9])=[O:34])[CH:19]=1)[CH3:47]. The catalyst class is: 551. (5) Reactant: [CH2:1]([O:3][C:4]1[CH:5]=[C:6]([CH:25]=[C:26]([O:29][CH2:30][CH3:31])[C:27]=1[F:28])[CH2:7][N:8]1[CH2:13][CH2:12][CH:11]([NH:14][C:15]2[O:16][C:17]3[C:18](=[C:20]([NH2:24])[CH:21]=[CH:22][CH:23]=3)[N:19]=2)[CH2:10][CH2:9]1)[CH3:2].[CH3:32][O:33][CH2:34][C:35](Cl)=[O:36]. Product: [CH2:1]([O:3][C:4]1[CH:5]=[C:6]([CH:25]=[C:26]([O:29][CH2:30][CH3:31])[C:27]=1[F:28])[CH2:7][N:8]1[CH2:13][CH2:12][CH:11]([NH:14][C:15]2[O:16][C:17]3[CH:23]=[CH:22][CH:21]=[C:20]([NH:24][C:35](=[O:36])[CH2:34][O:33][CH3:32])[C:18]=3[N:19]=2)[CH2:10][CH2:9]1)[CH3:2]. The catalyst class is: 239.